From a dataset of Peptide-MHC class I binding affinity with 185,985 pairs from IEDB/IMGT. Regression. Given a peptide amino acid sequence and an MHC pseudo amino acid sequence, predict their binding affinity value. This is MHC class I binding data. The peptide sequence is FQAGWEDPT. The MHC is HLA-B15:17 with pseudo-sequence HLA-B15:17. The binding affinity (normalized) is 0.0847.